This data is from Catalyst prediction with 721,799 reactions and 888 catalyst types from USPTO. The task is: Predict which catalyst facilitates the given reaction. Reactant: CS(O[CH:6]1[CH2:11][CH2:10][O:9][CH:8]([C:12]2[CH:17]=[CH:16][C:15]([Br:18])=[CH:14][C:13]=2[F:19])[CH2:7]1)(=O)=O.C([O-])([O-])=O.[K+].[K+].[SH:26][C:27]1[CH:28]=[C:29]([OH:33])[CH:30]=[CH:31][CH:32]=1. Product: [Br:18][C:15]1[CH:16]=[CH:17][C:12]([CH:8]2[CH2:7][CH:6]([S:26][C:27]3[CH:28]=[C:29]([OH:33])[CH:30]=[CH:31][CH:32]=3)[CH2:11][CH2:10][O:9]2)=[C:13]([F:19])[CH:14]=1. The catalyst class is: 31.